From a dataset of Forward reaction prediction with 1.9M reactions from USPTO patents (1976-2016). Predict the product of the given reaction. The product is: [Cl:1][C:2]1[N:11]=[C:10]([N:12]2[CH2:13][CH2:14][O:15][CH2:16][CH2:17]2)[C:9]2[C:4](=[CH:5][C:6]([C:18]3[O:22][C:21]([C:23]#[N:27])=[CH:20][CH:19]=3)=[CH:7][CH:8]=2)[N:3]=1. Given the reactants [Cl:1][C:2]1[N:11]=[C:10]([N:12]2[CH2:17][CH2:16][O:15][CH2:14][CH2:13]2)[C:9]2[C:4](=[CH:5][C:6]([C:18]3[O:22][C:21]([CH:23]=O)=[CH:20][CH:19]=3)=[CH:7][CH:8]=2)[N:3]=1.II.[NH3:27], predict the reaction product.